From a dataset of Forward reaction prediction with 1.9M reactions from USPTO patents (1976-2016). Predict the product of the given reaction. Given the reactants [CH3:1][C:2]([CH3:7])([CH3:6])[CH2:3][CH2:4][NH2:5].[C:8]([N:12]1[CH2:17][CH2:16][N:15]([C:18]2[C:25]([F:26])=[CH:24][C:23]([F:27])=[CH:22][C:19]=2[CH:20]=O)[CH2:14][CH2:13]1)([CH3:11])([CH3:10])[CH3:9].[SH:28][C@@H:29]([CH2:33][C:34]([OH:36])=[O:35])[C:30](O)=[O:31], predict the reaction product. The product is: [C:8]([N:12]1[CH2:13][CH2:14][N:15]([C:18]2[C:25]([F:26])=[CH:24][C:23]([F:27])=[CH:22][C:19]=2[CH:20]2[N:5]([CH2:4][CH2:3][C:2]([CH3:7])([CH3:6])[CH3:1])[C:30](=[O:31])[C@H:29]([CH2:33][C:34]([OH:36])=[O:35])[S:28]2)[CH2:16][CH2:17]1)([CH3:11])([CH3:10])[CH3:9].